From a dataset of Reaction yield outcomes from USPTO patents with 853,638 reactions. Predict the reaction yield, written as a fraction of the theoretical maximum amount of product (1.0 means a 100% yield; for example, 0.34 means a 34% yield). (1) The reactants are [C:1]1(=O)[C:5]2=[C:6]3[C:11](=[CH:12][CH:13]=[C:4]2[NH:3][C:2]1=[O:14])[N:10]=[CH:9][CH:8]=[CH:7]3.[NH2:16][NH2:17]. The catalyst is CN(C=O)C.C(O)C. The product is [N:16](=[C:1]1[C:5]2=[C:6]3[C:11](=[CH:12][CH:13]=[C:4]2[NH:3][C:2]1=[O:14])[N:10]=[CH:9][CH:8]=[CH:7]3)[NH2:17]. The yield is 0.730. (2) The reactants are C[N:2](C)[CH:3]=[CH:4][C:5]([C:7]1[C:12](=[O:13])[CH:11]=[CH:10][N:9]([C:14]2[CH:19]=[CH:18][CH:17]=[C:16]([OH:20])[CH:15]=2)[N:8]=1)=O.[C:22]1([NH:28]N)[CH:27]=[CH:26][CH:25]=[CH:24][CH:23]=1. The catalyst is CO. The product is [OH:20][C:16]1[CH:15]=[C:14]([N:9]2[CH:10]=[CH:11][C:12](=[O:13])[C:7]([C:5]3[N:28]([C:22]4[CH:27]=[CH:26][CH:25]=[CH:24][CH:23]=4)[N:2]=[CH:3][CH:4]=3)=[N:8]2)[CH:19]=[CH:18][CH:17]=1. The yield is 0.650.